Dataset: Full USPTO retrosynthesis dataset with 1.9M reactions from patents (1976-2016). Task: Predict the reactants needed to synthesize the given product. (1) Given the product [Cl:1][C:2]1[CH:3]=[CH:4][C:5]([O:35][CH:36]([F:38])[F:37])=[C:6]([C:8]2[C:13]([O:14][CH3:15])=[CH:12][N:11]([CH:16]([CH3:33])[C:17]([NH:19][C:20]3[CH:32]=[CH:31][C:23]([C:24]([OH:26])=[O:25])=[CH:22][CH:21]=3)=[O:18])[C:10](=[O:34])[CH:9]=2)[CH:7]=1, predict the reactants needed to synthesize it. The reactants are: [Cl:1][C:2]1[CH:3]=[CH:4][C:5]([O:35][CH:36]([F:38])[F:37])=[C:6]([C:8]2[C:13]([O:14][CH3:15])=[CH:12][N:11]([CH:16]([CH3:33])[C:17]([NH:19][C:20]3[CH:32]=[CH:31][C:23]([C:24]([O:26]C(C)(C)C)=[O:25])=[CH:22][CH:21]=3)=[O:18])[C:10](=[O:34])[CH:9]=2)[CH:7]=1.C(O)(C(F)(F)F)=O. (2) Given the product [F:35][C:2]([F:1])([F:34])[C:3]1[CH:4]=[N:5][N:6]([C:8]2[N:13]=[CH:12][C:11]([NH:14][CH:15]([C:19]3[CH:33]=[CH:32][C:22]([C:23]([NH:25][CH2:26][CH2:27][C:28]([OH:30])=[O:29])=[O:24])=[CH:21][CH:20]=3)[CH2:16][CH2:17][CH3:18])=[CH:10][N:9]=2)[CH:7]=1, predict the reactants needed to synthesize it. The reactants are: [F:1][C:2]([F:35])([F:34])[C:3]1[CH:4]=[N:5][N:6]([C:8]2[N:13]=[CH:12][C:11]([NH:14][CH:15]([C:19]3[CH:33]=[CH:32][C:22]([C:23]([NH:25][CH2:26][CH2:27][C:28]([O:30]C)=[O:29])=[O:24])=[CH:21][CH:20]=3)[CH2:16][CH2:17][CH3:18])=[CH:10][N:9]=2)[CH:7]=1.C(=O)=O. (3) The reactants are: [Cl-].Cl[CH:3]([C:8]1([N:11]=[C:12]([C:19]2[CH:24]=[CH:23][CH:22]=[CH:21][CH:20]=2)[C:13]2[CH:18]=[CH:17][CH:16]=[CH:15][CH:14]=2)[CH2:10][CH2:9]1)[C:4]([O:6][CH3:7])=[O:5].[N-:25]=[N+:26]=[N-:27].[Na+]. Given the product [N:25]([CH:3]([C:8]1([N:11]=[C:12]([C:19]2[CH:24]=[CH:23][CH:22]=[CH:21][CH:20]=2)[C:13]2[CH:18]=[CH:17][CH:16]=[CH:15][CH:14]=2)[CH2:10][CH2:9]1)[C:4]([O:6][CH3:7])=[O:5])=[N+:26]=[N-:27], predict the reactants needed to synthesize it. (4) Given the product [C:1]([N:4]1[C:13]2[C:8](=[CH:9][C:10]([C:14]3[CH:19]=[CH:18][C:17]([CH2:20][NH:31][CH3:30])=[CH:16][CH:15]=3)=[CH:11][CH:12]=2)[C@H:7]([NH:22][C:23](=[O:28])[O:24][CH:25]([CH3:27])[CH3:26])[CH2:6][C@@H:5]1[CH3:29])(=[O:3])[CH3:2], predict the reactants needed to synthesize it. The reactants are: [C:1]([N:4]1[C:13]2[C:8](=[CH:9][C:10]([C:14]3[CH:19]=[CH:18][C:17]([CH:20]=O)=[CH:16][CH:15]=3)=[CH:11][CH:12]=2)[C@H:7]([NH:22][C:23](=[O:28])[O:24][CH:25]([CH3:27])[CH3:26])[CH2:6][C@@H:5]1[CH3:29])(=[O:3])[CH3:2].[CH3:30][NH2:31].C1COCC1.[BH4-].[Na+].